This data is from Reaction yield outcomes from USPTO patents with 853,638 reactions. The task is: Predict the reaction yield, written as a fraction of the theoretical maximum amount of product (1.0 means a 100% yield; for example, 0.34 means a 34% yield). (1) The yield is 0.890. The catalyst is CO. The product is [OH:1][CH:2]([C:23]1[CH:24]=[CH:25][C:26]([O:29][C:30]2[CH:35]=[CH:34][CH:33]=[CH:32][CH:31]=2)=[CH:27][CH:28]=1)[CH:3]([CH2:9][C:10]1[CH:15]=[CH:14][CH:13]=[C:12]([O:16][C:17]([F:22])([F:21])[CH:18]([F:20])[F:19])[CH:11]=1)[C:4]([OH:6])=[O:5]. The reactants are [OH:1][CH:2]([C:23]1[CH:28]=[CH:27][C:26]([O:29][C:30]2[CH:35]=[CH:34][CH:33]=[CH:32][CH:31]=2)=[CH:25][CH:24]=1)[CH:3]([CH2:9][C:10]1[CH:15]=[CH:14][CH:13]=[C:12]([O:16][C:17]([F:22])([F:21])[CH:18]([F:20])[F:19])[CH:11]=1)[C:4]([O:6]CC)=[O:5].[OH-].[Na+].Cl. (2) The reactants are [CH2:1]([C@:4]1([CH2:18][O:19][CH3:20])[CH2:8][N:7]([C@@H:9]([C:11]2[CH:16]=[CH:15][CH:14]=[CH:13][CH:12]=2)[CH3:10])[C:6](=[O:17])[CH2:5]1)[CH:2]=C.[O:21]=[O+][O-].[BH4-].[Na+].[Cl-].[NH4+]. The catalyst is CO.O.C(OCC)(=O)C.ClCCl. The product is [OH:21][CH2:2][CH2:1][C@:4]1([CH2:18][O:19][CH3:20])[CH2:8][N:7]([C@@H:9]([C:11]2[CH:16]=[CH:15][CH:14]=[CH:13][CH:12]=2)[CH3:10])[C:6](=[O:17])[CH2:5]1. The yield is 0.860. (3) The reactants are C(/C(/[CH:11]=[CH:12]/[C:13](/[C:21]#[N:22])=[C:14](\O)/[C:15]([O:17][CH2:18][CH3:19])=[O:16])=C(/O)\C(OCC)=O)#N.[CH2:23]([NH2:30])[C:24]1[CH:29]=[CH:28][CH:27]=[CH:26][CH:25]=1. The catalyst is CN(C)C=O.C(OCC)(=O)C. The product is [CH2:23]([N:30]1[CH:11]=[CH:12][C:13]([C:21]#[N:22])=[C:14]1[C:15]([O:17][CH2:18][CH3:19])=[O:16])[C:24]1[CH:29]=[CH:28][CH:27]=[CH:26][CH:25]=1. The yield is 0.600. (4) The catalyst is CC(N(C)C)=O. The yield is 0.140. The reactants are [CH2:1]([NH:3][C:4]1[C:9]([CH:10]=O)=[CH:8][N:7]=[C:6]([S:12][CH3:13])[N:5]=1)[CH3:2].[Br:14][C:15]1[CH:20]=[CH:19][C:18]([CH2:21][C:22]([O:24]CC)=O)=[C:17]([Cl:27])[CH:16]=1.C(=O)([O-])[O-].[Cs+].[Cs+].C(OCC)(=O)C. The product is [Br:14][C:15]1[CH:20]=[CH:19][C:18]([C:21]2[C:22](=[O:24])[N:3]([CH2:1][CH3:2])[C:4]3[N:5]=[C:6]([S:12][CH3:13])[N:7]=[CH:8][C:9]=3[CH:10]=2)=[C:17]([Cl:27])[CH:16]=1. (5) The reactants are [CH3:1][O:2][C:3]1[CH:8]=[C:7]([N+:9]([O-])=O)[CH:6]=[CH:5][C:4]=1[C:12]1[S:16][C:15]([CH3:17])=[N:14][CH:13]=1. The catalyst is C(O)C. The product is [CH3:1][O:2][C:3]1[CH:8]=[C:7]([NH2:9])[CH:6]=[CH:5][C:4]=1[C:12]1[S:16][C:15]([CH3:17])=[N:14][CH:13]=1. The yield is 0.910. (6) The reactants are Cl[C:2]1[CH:3]=[CH:4][C:5](=[O:23])[N:6]([CH2:8][CH2:9][O:10][C:11]2[C:20]3[C:15](=[CH:16][C:17]([O:21][CH3:22])=[CH:18][CH:19]=3)[N:14]=[CH:13][CH:12]=2)[N:7]=1.[S:24]1[CH:28]=[CH:27][C:26](B(O)O)=[CH:25]1.C([O-])([O-])=O.[Na+].[Na+]. The catalyst is O1CCOCC1.C([O-])(O)=O.[Na+].CCOC(C)=O. The product is [CH3:22][O:21][C:17]1[CH:16]=[C:15]2[C:20]([C:11]([O:10][CH2:9][CH2:8][N:6]3[C:5](=[O:23])[CH:4]=[CH:3][C:2]([C:26]4[CH:27]=[CH:28][S:24][CH:25]=4)=[N:7]3)=[CH:12][CH:13]=[N:14]2)=[CH:19][CH:18]=1. The yield is 0.720. (7) The reactants are [Cl:1][C:2]1[CH:7]=[CH:6][C:5]([C:8]2([OH:14])[CH2:13][CH2:12][NH:11][CH2:10][CH2:9]2)=[C:4]([CH3:15])[CH:3]=1.N1C(C)=CC=CC=1C.[I-].[K+].Br[CH2:27][CH2:28][CH:29]=[C:30]1[C:36]2[CH:37]=[CH:38][CH:39]=[N:40][C:35]=2[CH2:34][O:33][C:32]2[CH:41]=[CH:42][C:43]([C:45]([OH:48])([CH3:47])[CH3:46])=[CH:44][C:31]1=2. The catalyst is C(O)(C)C. The product is [Cl:1][C:2]1[CH:7]=[CH:6][C:5]([C:8]2([OH:14])[CH2:9][CH2:10][N:11]([CH2:27][CH2:28][CH:29]=[C:30]3[C:36]4[CH:37]=[CH:38][CH:39]=[N:40][C:35]=4[CH2:34][O:33][C:32]4[CH:41]=[CH:42][C:43]([C:45]([OH:48])([CH3:47])[CH3:46])=[CH:44][C:31]3=4)[CH2:12][CH2:13]2)=[C:4]([CH3:15])[CH:3]=1. The yield is 0.360. (8) The reactants are [NH2:1][C:2]1[CH:17]=[CH:16][C:15]([Cl:18])=[CH:14][C:3]=1[C:4]([NH:6][C:7]1[CH:12]=[CH:11][CH:10]=[CH:9][C:8]=1[Cl:13])=[O:5].[Cl:19][CH2:20][C:21](Cl)=O. The catalyst is C(O)(=O)C. The product is [Cl:18][C:15]1[CH:14]=[C:3]2[C:2](=[CH:17][CH:16]=1)[N:1]=[C:21]([CH2:20][Cl:19])[N:6]([C:7]1[CH:12]=[CH:11][CH:10]=[CH:9][C:8]=1[Cl:13])[C:4]2=[O:5]. The yield is 0.920.